Task: Predict the reaction yield, written as a fraction of the theoretical maximum amount of product (1.0 means a 100% yield; for example, 0.34 means a 34% yield).. Dataset: Reaction yield outcomes from USPTO patents with 853,638 reactions (1) The reactants are C(O[C:5](=[O:7])[CH3:6])(=O)C.[Br:8][C:9]1[CH:14]=[CH:13][C:12]([NH:15][CH2:16][C:17]#[N:18])=[CH:11][C:10]=1[CH3:19]. No catalyst specified. The product is [Br:8][C:9]1[CH:14]=[CH:13][C:12]([N:15]([CH2:16][C:17]#[N:18])[C:5](=[O:7])[CH3:6])=[CH:11][C:10]=1[CH3:19]. The yield is 0.990. (2) The reactants are N1(C(N2C=CN=C2)=O)C=CN=C1.NC1C2C(=NC=C(Br)C=2N2CCC[C@@H](NC(=O)OC(C)(C)C)C2)NC=1.N1CCC1.[Br:42][C:43]1[C:44]([N:60]2[CH2:65][CH2:64][CH2:63][C@@H:62]([NH:66][C:67](=[O:73])[O:68][C:69]([CH3:72])([CH3:71])[CH3:70])[CH2:61]2)=[C:45]2[C:51]([NH:52][C:53]([N:55]3[CH:59]=[CH:58]N=[CH:56]3)=[O:54])=[CH:50][NH:49][C:46]2=[N:47][CH:48]=1. The product is [N:55]1([C:53]([NH:52][C:51]2[C:45]3[C:46](=[N:47][CH:48]=[C:43]([Br:42])[C:44]=3[N:60]3[CH2:65][CH2:64][CH2:63][C@@H:62]([NH:66][C:67](=[O:73])[O:68][C:69]([CH3:71])([CH3:70])[CH3:72])[CH2:61]3)[NH:49][CH:50]=2)=[O:54])[CH2:59][CH2:58][CH2:56]1. The yield is 0.460. The catalyst is C1COCC1. (3) The reactants are Br[C:2]1[CH:11]=[CH:10][C:5]([C:6]([O:8][CH3:9])=[O:7])=[C:4]([O:12][CH3:13])[CH:3]=1.[Cl:14][C:15]1[CH:20]=[CH:19][C:18](B(O)O)=[CH:17][CH:16]=1.[O-]P([O-])([O-])=O.[K+].[K+].[K+]. The catalyst is O1CCOCC1.CO.C1C=CC(P(C2C=CC=CC=2)[C-]2C=CC=C2)=CC=1.C1C=CC(P(C2C=CC=CC=2)[C-]2C=CC=C2)=CC=1.Cl[Pd]Cl.[Fe+2]. The product is [CH3:9][O:8][C:6]([C:5]1[CH:10]=[CH:11][C:2]([C:18]2[CH:19]=[CH:20][C:15]([Cl:14])=[CH:16][CH:17]=2)=[CH:3][C:4]=1[O:12][CH3:13])=[O:7]. The yield is 0.780. (4) The product is [I:25][C:26]1[NH:30][C:29]([C@@H:31]2[CH2:36][C@@H:35]3[C@@H:33]([CH2:34]3)[N:32]2[C:43](=[O:44])[C@@H:42]([NH:41][C:39](=[O:40])[O:38][CH3:37])[CH:46]2[CH2:51][CH2:50][O:49][CH2:48][CH2:47]2)=[N:28][CH:27]=1. The yield is 0.421. The catalyst is CN(C=O)C.CO.O.CO.C(Cl)Cl. The reactants are CN(C(ON1N=NC2C=CC=NC1=2)=[N+](C)C)C.F[P-](F)(F)(F)(F)F.[I:25][C:26]1[NH:30][C:29]([C@@H:31]2[CH2:36][C@@H:35]3[C@@H:33]([CH2:34]3)[NH:32]2)=[N:28][CH:27]=1.[CH3:37][O:38][C:39]([NH:41][C@@H:42]([CH:46]1[CH2:51][CH2:50][O:49][CH2:48][CH2:47]1)[C:43](O)=[O:44])=[O:40].CCN(C(C)C)C(C)C. (5) The reactants are [CH3:1][C:2]1([CH3:8])[CH2:7][O:6][CH2:5][CH2:4][NH:3]1.[CH3:9][C:10](C)=[O:11].C(=O)=O.C1OC1. The catalyst is CO. The product is [CH3:1][C:2]1([CH3:8])[CH2:7][O:6][CH2:5][CH2:4][N:3]1[CH2:9][CH2:10][OH:11]. The yield is 0.820. (6) The reactants are O.[OH-].[Li+].C[O:5][C:6](=[O:35])[C:7]1[CH:12]=[CH:11][CH:10]=[CH:9][C:8]=1[C:13]([N:15]1[CH2:20][CH2:19][N:18]([C:21]2[N:22]=[N:23][C:24]([C:27](=[O:34])[NH:28][CH2:29][CH2:30][CH:31]3[CH2:33][CH2:32]3)=[CH:25][CH:26]=2)[CH2:17][CH2:16]1)=[O:14]. The catalyst is O1CCCC1.O. The product is [CH:31]1([CH2:30][CH2:29][NH:28][C:27]([C:24]2[N:23]=[N:22][C:21]([N:18]3[CH2:17][CH2:16][N:15]([C:13]([C:8]4[CH:9]=[CH:10][CH:11]=[CH:12][C:7]=4[C:6]([OH:35])=[O:5])=[O:14])[CH2:20][CH2:19]3)=[CH:26][CH:25]=2)=[O:34])[CH2:33][CH2:32]1. The yield is 0.420. (7) The reactants are [Cl:1][C:2]1[CH:11]=[CH:10][C:9]2[C:4](=[CH:5][C:6](I)=[CH:7][N:8]=2)[N:3]=1.[N:13]1([C:19]([O:21][C:22]([CH3:25])([CH3:24])[CH3:23])=[O:20])[CH2:18][CH2:17][NH:16][CH2:15][CH2:14]1.C(=O)([O-])[O-].[Cs+].[Cs+].CC1(C)C2C(=C(P(C3C=CC=CC=3)C3C=CC=CC=3)C=CC=2)OC2C(P(C3C=CC=CC=3)C3C=CC=CC=3)=CC=CC1=2. The yield is 0.294. The catalyst is O1CCOCC1.O. The product is [Cl:1][C:2]1[N:3]=[C:4]2[C:9](=[CH:10][CH:11]=1)[N:8]=[CH:7][C:6]([N:16]1[CH2:15][CH2:14][N:13]([C:19]([O:21][C:22]([CH3:25])([CH3:24])[CH3:23])=[O:20])[CH2:18][CH2:17]1)=[CH:5]2.